From a dataset of Peptide-MHC class I binding affinity with 185,985 pairs from IEDB/IMGT. Regression. Given a peptide amino acid sequence and an MHC pseudo amino acid sequence, predict their binding affinity value. This is MHC class I binding data. (1) The peptide sequence is SYFPDSNNV. The MHC is HLA-B46:01 with pseudo-sequence HLA-B46:01. The binding affinity (normalized) is 0.0847. (2) The peptide sequence is HPGFTILAL. The MHC is HLA-B07:02 with pseudo-sequence HLA-B07:02. The binding affinity (normalized) is 0.779. (3) The peptide sequence is FAAVEGIFF. The MHC is HLA-B15:03 with pseudo-sequence HLA-B15:03. The binding affinity (normalized) is 0.470. (4) The peptide sequence is WTLVVLLI. The MHC is HLA-B44:02 with pseudo-sequence HLA-B44:02. The binding affinity (normalized) is 0. (5) The peptide sequence is KAVRLIKFLY. The MHC is HLA-A24:02 with pseudo-sequence HLA-A24:02. The binding affinity (normalized) is 0. (6) The peptide sequence is LITNTIAGV. The MHC is HLA-A26:01 with pseudo-sequence HLA-A26:01. The binding affinity (normalized) is 0.0847. (7) The peptide sequence is FVPSDYFPSV. The MHC is HLA-A02:06 with pseudo-sequence HLA-A02:06. The binding affinity (normalized) is 0.832. (8) The peptide sequence is KGPGELLW. The MHC is Mamu-A01 with pseudo-sequence Mamu-A01. The binding affinity (normalized) is 0.158. (9) The MHC is HLA-B48:01 with pseudo-sequence HLA-B48:01. The binding affinity (normalized) is 0.0847. The peptide sequence is VPADHRLAF. (10) The peptide sequence is RVFNGDDVK. The MHC is HLA-A03:01 with pseudo-sequence HLA-A03:01. The binding affinity (normalized) is 0.331.